Dataset: Retrosynthesis with 50K atom-mapped reactions and 10 reaction types from USPTO. Task: Predict the reactants needed to synthesize the given product. (1) Given the product COc1cccc(N(C)C)c1C(=O)NC(=O)Nc1cccc(C(F)(F)F)c1, predict the reactants needed to synthesize it. The reactants are: CNC.COc1cccc(F)c1C(=O)NC(=O)Nc1cccc(C(F)(F)F)c1. (2) Given the product Cc1nn(-c2ccc(C#N)c(Cl)c2)c(C)c1Oc1ccc(C(=O)NCC(C)(C)O)cc1, predict the reactants needed to synthesize it. The reactants are: CC(C)(O)CN.Cc1nn(-c2ccc(C#N)c(Cl)c2)c(C)c1Oc1ccc(C(=O)O)cc1. (3) The reactants are: Nc1ccc(-c2nc(N3CCOCC3)nc(N3CCOCC3)n2)cc1.O=C=Nc1ccc(F)cc1. Given the product O=C(Nc1ccc(F)cc1)Nc1ccc(-c2nc(N3CCOCC3)nc(N3CCOCC3)n2)cc1, predict the reactants needed to synthesize it. (4) Given the product C=CCN(C)C1(C#Cc2ccc3c(-c4ccc(C(F)(F)F)cc4)nsc3c2)CCCC1, predict the reactants needed to synthesize it. The reactants are: C#CC1(N(C)CC=C)CCCC1.O=S(=O)(Oc1ccc2c(-c3ccc(C(F)(F)F)cc3)nsc2c1)C(F)(F)F. (5) The reactants are: COC(=O)c1cc2cccc([N+](=O)[O-])c2o1. Given the product O=C(O)c1cc2cccc([N+](=O)[O-])c2o1, predict the reactants needed to synthesize it. (6) Given the product C=CCCCC(C)(C)O, predict the reactants needed to synthesize it. The reactants are: C=CCCCBr.CC(C)=O.